This data is from Full USPTO retrosynthesis dataset with 1.9M reactions from patents (1976-2016). The task is: Predict the reactants needed to synthesize the given product. (1) Given the product [CH2:1]([O:8][C:9]1[CH:14]=[CH:13][CH:12]=[C:11]([N+:15]([O-:17])=[O:16])[C:10]=1[NH:18][C:19](=[O:21])[CH3:20])[C:2]1[CH:3]=[CH:4][CH:5]=[CH:6][CH:7]=1, predict the reactants needed to synthesize it. The reactants are: [CH2:1]([O:8][C:9]1[CH:14]=[CH:13][CH:12]=[C:11]([N+:15]([O-:17])=[O:16])[C:10]=1[NH2:18])[C:2]1[CH:7]=[CH:6][CH:5]=[CH:4][CH:3]=1.[C:19](OC(=O)C)(=[O:21])[CH3:20]. (2) Given the product [O:1]1[CH2:6][CH2:5][N:4]([C:7]2[CH:8]=[CH:9][C:10]([C:13]3[N:22]=[C:21]([NH:23][CH2:24][CH:25]4[S:30](=[O:32])(=[O:31])[CH2:29][CH2:28][NH:27][CH2:26]4)[C:20]4[C:15](=[N:16][CH:17]=[CH:18][N:19]=4)[CH:14]=3)=[CH:11][CH:12]=2)[CH2:3][CH2:2]1, predict the reactants needed to synthesize it. The reactants are: [O:1]1[CH2:6][CH2:5][N:4]([C:7]2[CH:12]=[CH:11][C:10]([C:13]3[N:22]=[C:21]([NH:23][CH2:24][CH:25]4[S:30](=[O:32])(=[O:31])[CH2:29][CH2:28][N:27](C(OC(C)(C)C)=O)[CH2:26]4)[C:20]4[C:15](=[N:16][CH:17]=[CH:18][N:19]=4)[CH:14]=3)=[CH:9][CH:8]=2)[CH2:3][CH2:2]1. (3) Given the product [Cl:8][C:9]1[CH:14]=[CH:13][C:12]([N:15]2[CH2:16][CH2:17][N:18]([C:21]3[N:22]=[C:23]([N:31]4[CH2:35][CH2:34][CH2:33][C@H:32]4[CH2:36][NH:37][C:45]([NH:44][C:38]4[CH:43]=[CH:42][CH:41]=[CH:40][CH:39]=4)=[O:46])[C:24]4[S:29](=[O:30])[CH2:28][CH2:27][C:25]=4[N:26]=3)[CH2:19][CH2:20]2)=[CH:11][CH:10]=1, predict the reactants needed to synthesize it. The reactants are: FC(F)(F)C(O)=O.[Cl:8][C:9]1[CH:14]=[CH:13][C:12]([N:15]2[CH2:20][CH2:19][N:18]([C:21]3[N:22]=[C:23]([N:31]4[CH2:35][CH2:34][CH2:33][C@H:32]4[CH2:36][NH2:37])[C:24]4[S:29](=[O:30])[CH2:28][CH2:27][C:25]=4[N:26]=3)[CH2:17][CH2:16]2)=[CH:11][CH:10]=1.[C:38]1([N:44]=[C:45]=[O:46])[CH:43]=[CH:42][CH:41]=[CH:40][CH:39]=1.